This data is from Reaction yield outcomes from USPTO patents with 853,638 reactions. The task is: Predict the reaction yield, written as a fraction of the theoretical maximum amount of product (1.0 means a 100% yield; for example, 0.34 means a 34% yield). (1) The reactants are [Cl:1][C:2]1[CH:3]=[CH:4][C:5]([OH:16])=[C:6]([C:8](=[O:15])[CH2:9][C:10]([O:12][CH2:13][CH3:14])=[O:11])[CH:7]=1.[F:17][C:18]([F:29])([F:28])[C:19](O[C:19](=O)[C:18]([F:29])([F:28])[F:17])=O.C(=O)([O-])[O-].[K+].[K+].Cl. The catalyst is C1(C)C=CC=CC=1. The product is [F:17][C:18]([F:29])([F:28])[C:19]1[O:16][C:5]2[CH:4]=[CH:3][C:2]([Cl:1])=[CH:7][C:6]=2[C:8](=[O:15])[C:9]=1[C:10]([O:12][CH2:13][CH3:14])=[O:11]. The yield is 0.560. (2) The reactants are O[C:2]1[CH:3]=[N:4][CH:5]=[C:6]([CH:10]=1)[C:7](O)=[O:8].S(=O)(=O)(O)[OH:12].[CH3:16][OH:17]. No catalyst specified. The product is [CH3:16][O:17][C:7](=[O:8])[C:6]1[CH:10]=[CH:2][C:3]([OH:12])=[N:4][CH:5]=1. The yield is 0.680. (3) The reactants are [Cl:1][CH2:2][C:3]1[NH:7][C:6]2[CH:8]=[CH:9][CH:10]=[CH:11][C:5]=2[N:4]=1.[CH3:12][C:13](OC(C)=O)=[O:14]. The catalyst is CN(C1C=CN=CC=1)C. The product is [C:13]([N:7]1[C:6]2[CH:8]=[CH:9][CH:10]=[CH:11][C:5]=2[N:4]=[C:3]1[CH2:2][Cl:1])(=[O:14])[CH3:12]. The yield is 0.570. (4) The reactants are Br[C:2]1[CH:3]=[C:4]([C:16]([O:18][CH3:19])=[O:17])[N:5]([CH3:15])[C:6]=1[C:7]([CH:9]1[CH2:14][CH2:13][CH2:12][CH2:11][CH2:10]1)=[O:8].[C:20]([C:24]1[CH:25]=[C:26](B2OC(C)(C)C(C)(C)O2)[CH:27]=[C:28]([C:30]2([CH3:33])[CH2:32][CH2:31]2)[CH:29]=1)([CH3:23])([CH3:22])[CH3:21].C([O-])([O-])=O.[K+].[K+]. The catalyst is CN(C=O)C.O.C1C=CC(P(C2C=CC=CC=2)[C-]2C=CC=C2)=CC=1.C1C=CC(P(C2C=CC=CC=2)[C-]2C=CC=C2)=CC=1.Cl[Pd]Cl.[Fe+2]. The product is [C:20]([C:24]1[CH:25]=[C:26]([C:2]2[CH:3]=[C:4]([C:16]([O:18][CH3:19])=[O:17])[N:5]([CH3:15])[C:6]=2[C:7]([CH:9]2[CH2:14][CH2:13][CH2:12][CH2:11][CH2:10]2)=[O:8])[CH:27]=[C:28]([C:30]2([CH3:33])[CH2:32][CH2:31]2)[CH:29]=1)([CH3:23])([CH3:21])[CH3:22]. The yield is 0.750. (5) The reactants are [Cl:1][C:2]1[CH:11]=[CH:10][CH:9]=[C:8]2[C:3]=1[C:4](=[O:21])[N:5]([C:14]1[CH:19]=[CH:18][CH:17]=[CH:16][C:15]=1[F:20])[C:6]([CH2:12]Cl)=[N:7]2.[N:22]1[C:30]([NH2:31])=[C:29]2[C:25]([N:26]=[CH:27][NH:28]2)=[N:24][CH:23]=1.C([O-])([O-])=O.[K+].[K+]. The catalyst is CN(C=O)C. The product is [NH2:31][C:30]1[N:22]=[CH:23][N:24]=[C:25]2[C:29]=1[N:28]=[CH:27][N:26]2[CH2:12][C:6]1[N:5]([C:14]2[CH:19]=[CH:18][CH:17]=[CH:16][C:15]=2[F:20])[C:4](=[O:21])[C:3]2[C:8](=[CH:9][CH:10]=[CH:11][C:2]=2[Cl:1])[N:7]=1. The yield is 0.500. (6) The yield is 0.810. The product is [Cl:1][C:2]1[CH:11]=[CH:10][N:9]=[C:8]2[C:3]=1[C:4]1[CH:16]=[C:15]([C:17]([NH:33][CH2:29][CH2:30][N:31]([CH3:34])[CH3:32])=[O:19])[CH:14]=[CH:13][C:5]=1[C:6](=[O:12])[NH:7]2. The reactants are [Cl:1][C:2]1[CH:11]=[CH:10][N:9]=[C:8]2[C:3]=1[C:4]1[CH:16]=[C:15]([C:17]([OH:19])=O)[CH:14]=[CH:13][C:5]=1[C:6](=[O:12])[NH:7]2.CCN(C(C)C)C(C)C.[CH:29]1[N:33]=[CH:32][N:31]([C:34](N2C=NC=C2)=O)[CH:30]=1.CN(C)CCN. The catalyst is CN(C=O)C. (7) The reactants are [Cl:1][C:2]1[CH:3]=[N:4][CH:5]=[C:6]([Cl:8])[CH:7]=1.C([N-]C(C)C)(C)C.[Li+].CCCCCCC.C1COCC1.C(C1C=CC=CC=1)C.[CH:37]([CH:40]1[CH2:49][N:43]2S(=O)(=O)O[CH2:46][C@H:42]2[CH2:41]1)([CH3:39])[CH3:38]. The catalyst is C1COCC1. The product is [Cl:1][C:2]1[CH:3]=[N:4][CH:5]=[C:6]([Cl:8])[C:7]=1[CH2:46][C@H:42]1[CH2:41][CH:40]([CH:37]([CH3:39])[CH3:38])[CH2:49][NH:43]1. The yield is 0.363.